This data is from Forward reaction prediction with 1.9M reactions from USPTO patents (1976-2016). The task is: Predict the product of the given reaction. (1) Given the reactants [C:1]([O:9][CH2:10][C@@:11]1([C:26]#[CH:27])[O:15][C@@H:14]([N:16]2[CH:24]=[C:22]([CH3:23])[C:20](=[O:21])[NH:19][C:17]2=[O:18])[CH2:13][C@H:12]1[OH:25])(=[O:8])[C:2]1[CH:7]=[CH:6][CH:5]=[CH:4][CH:3]=1.[CH3:28][S:29](Cl)(=[O:31])=[O:30], predict the reaction product. The product is: [C:1]([O:9][CH2:10][C@@:11]1([C:26]#[CH:27])[O:15][C@@H:14]([N:16]2[CH:24]=[C:22]([CH3:23])[C:20](=[O:21])[NH:19][C:17]2=[O:18])[CH2:13][C@H:12]1[O:25][S:29]([CH3:28])(=[O:31])=[O:30])(=[O:8])[C:2]1[CH:3]=[CH:4][CH:5]=[CH:6][CH:7]=1. (2) Given the reactants N[C:2]1[N:6]([C:7]2[CH:16]=[C:15]3[C:10]([CH2:11][CH2:12][N:13]([C:17]([O:19][C:20]([CH3:23])([CH3:22])[CH3:21])=[O:18])[CH2:14]3)=[CH:9][CH:8]=2)[N:5]=[C:4]([C:24]([CH3:27])([CH3:26])[CH3:25])[CH:3]=1.[C:28](Cl)([O:30][CH2:31][C:32]([Cl:35])([Cl:34])[Cl:33])=[O:29].C([O-])(O)=O.[Na+], predict the reaction product. The product is: [C:24]([C:4]1[CH:3]=[C:2]([C:28]([O:30][CH2:31][C:32]([Cl:35])([Cl:34])[Cl:33])=[O:29])[N:6]([C:7]2[CH:16]=[C:15]3[C:10]([CH2:11][CH2:12][N:13]([C:17]([O:19][C:20]([CH3:21])([CH3:23])[CH3:22])=[O:18])[CH2:14]3)=[CH:9][CH:8]=2)[N:5]=1)([CH3:26])([CH3:27])[CH3:25]. (3) Given the reactants C(OC(C(F)(F)F)=O)(C(F)(F)F)=[O:2].[F:14][C:15]1[CH:20]=[C:19]([F:21])[CH:18]=[CH:17][C:16]=1[C:22]1[C:27]([F:28])=[CH:26][N:25]=[C:24]([NH:29][C:30]2[CH:31]=[C:32]([CH:40]=[C:41]([C:43]([F:46])([F:45])[F:44])[CH:42]=2)[CH2:33][S:34](=[N:37][C:38]#[N:39])([CH3:36])=[O:35])[N:23]=1, predict the reaction product. The product is: [F:14][C:15]1[CH:20]=[C:19]([F:21])[CH:18]=[CH:17][C:16]=1[C:22]1[C:27]([F:28])=[CH:26][N:25]=[C:24]([NH:29][C:30]2[CH:31]=[C:32]([CH:40]=[C:41]([C:43]([F:46])([F:44])[F:45])[CH:42]=2)[CH2:33][S:34]([CH3:36])(=[O:35])=[N:37][C:38]([NH2:39])=[O:2])[N:23]=1.